Dataset: NCI-60 drug combinations with 297,098 pairs across 59 cell lines. Task: Regression. Given two drug SMILES strings and cell line genomic features, predict the synergy score measuring deviation from expected non-interaction effect. (1) Drug 1: CC1C(C(CC(O1)OC2CC(CC3=C2C(=C4C(=C3O)C(=O)C5=C(C4=O)C(=CC=C5)OC)O)(C(=O)CO)O)N)O.Cl. Drug 2: CCCCC(=O)OCC(=O)C1(CC(C2=C(C1)C(=C3C(=C2O)C(=O)C4=C(C3=O)C=CC=C4OC)O)OC5CC(C(C(O5)C)O)NC(=O)C(F)(F)F)O. Cell line: SR. Synergy scores: CSS=87.4, Synergy_ZIP=0.0753, Synergy_Bliss=-0.549, Synergy_Loewe=-1.77, Synergy_HSA=0.0242. (2) Drug 1: C1=CC(=CC=C1CCCC(=O)O)N(CCCl)CCCl. Drug 2: C1CC(C1)(C(=O)O)C(=O)O.[NH2-].[NH2-].[Pt+2]. Cell line: UACC-257. Synergy scores: CSS=9.71, Synergy_ZIP=-5.94, Synergy_Bliss=-7.62, Synergy_Loewe=-7.06, Synergy_HSA=-6.05. (3) Drug 1: CC1OCC2C(O1)C(C(C(O2)OC3C4COC(=O)C4C(C5=CC6=C(C=C35)OCO6)C7=CC(=C(C(=C7)OC)O)OC)O)O. Drug 2: CCN(CC)CCNC(=O)C1=C(NC(=C1C)C=C2C3=C(C=CC(=C3)F)NC2=O)C. Cell line: LOX IMVI. Synergy scores: CSS=27.2, Synergy_ZIP=-1.73, Synergy_Bliss=-2.57, Synergy_Loewe=-2.77, Synergy_HSA=-0.530.